This data is from Peptide-MHC class I binding affinity with 185,985 pairs from IEDB/IMGT. The task is: Regression. Given a peptide amino acid sequence and an MHC pseudo amino acid sequence, predict their binding affinity value. This is MHC class I binding data. The peptide sequence is RVEESRARL. The MHC is HLA-B39:01 with pseudo-sequence HLA-B39:01. The binding affinity (normalized) is 0.0847.